This data is from Forward reaction prediction with 1.9M reactions from USPTO patents (1976-2016). The task is: Predict the product of the given reaction. (1) Given the reactants F[C:2]1[CH:30]=[CH:29][C:5]([C:6]([NH:8][C:9]2[S:13][C:12]([N:14]([CH3:25])[C:15]3[CH:16]=[C:17]4[C:22](=[CH:23][CH:24]=3)[N:21]=[CH:20][CH:19]=[CH:18]4)=[N:11][C:10]=2[C:26]([NH2:28])=[O:27])=[O:7])=[CH:4][CH:3]=1.[CH3:31][N:32]1[CH2:37][CH2:36][NH:35][CH2:34][CH2:33]1, predict the reaction product. The product is: [CH3:25][N:14]([C:15]1[CH:16]=[C:17]2[C:22](=[CH:23][CH:24]=1)[N:21]=[CH:20][CH:19]=[CH:18]2)[C:12]1[S:13][C:9]([NH:8][C:6](=[O:7])[C:5]2[CH:29]=[CH:30][C:2]([N:35]3[CH2:36][CH2:37][N:32]([CH3:31])[CH2:33][CH2:34]3)=[CH:3][CH:4]=2)=[C:10]([C:26]([NH2:28])=[O:27])[N:11]=1. (2) Given the reactants [CH3:1][C:2]1[C:3]([CH2:14][S@:15]([C:17]2[NH:21][C:20]3[CH:22]=[CH:23][CH:24]=[CH:25][C:19]=3[N:18]=2)=[O:16])=[N:4][CH:5]=[CH:6][C:7]=1[O:8][CH2:9][C:10]([F:13])([F:12])[F:11].C(O)CCCO.ClCCl.C(OC(C)C)(C)C, predict the reaction product. The product is: [CH3:1][C:2]1[C:7]([O:8][CH2:9][C:10]([F:13])([F:11])[F:12])=[CH:6][CH:5]=[N:4][C:3]=1[CH2:14][S+:15]([O-:16])[C:17]1[NH:21][C:20]2[CH:22]=[CH:23][CH:24]=[CH:25][C:19]=2[N:18]=1.